From a dataset of Forward reaction prediction with 1.9M reactions from USPTO patents (1976-2016). Predict the product of the given reaction. (1) Given the reactants C[O:2][C:3](=[O:31])[C@@H:4]([O:28][CH2:29][CH3:30])[CH2:5][C:6]1[CH:11]=[CH:10][C:9]([O:12][CH2:13][C:14]2[N:15]=[C:16]([C:20]3[CH:25]=[CH:24][CH:23]=[CH:22][C:21]=3[CH3:26])[O:17][C:18]=2[CH3:19])=[CH:8][C:7]=1[F:27].[Li+].[OH-], predict the reaction product. The product is: [CH2:29]([O:28][C@@H:4]([CH2:5][C:6]1[CH:11]=[CH:10][C:9]([O:12][CH2:13][C:14]2[N:15]=[C:16]([C:20]3[CH:25]=[CH:24][CH:23]=[CH:22][C:21]=3[CH3:26])[O:17][C:18]=2[CH3:19])=[CH:8][C:7]=1[F:27])[C:3]([OH:31])=[O:2])[CH3:30]. (2) Given the reactants FC1C=C(F)C=CC=1C1C=C(CN2C(=O)C3=CC=CC=C3C2=O)C(=O)N(CC(C)C)N=1.[C:32]([C:35]1[C:36](=[O:58])[N:37]([CH2:49][CH:50]=[CH:51][C:52]2[CH:57]=[CH:56][CH:55]=[CH:54][CH:53]=2)[N:38]=[C:39]([C:41]2[CH:46]=[CH:45][C:44]([F:47])=[C:43]([CH3:48])[CH:42]=2)[CH:40]=1)(O)=[O:33], predict the reaction product. The product is: [CH2:49]([N:37]1[C:36](=[O:58])[C:35]([CH2:32][OH:33])=[CH:40][C:39]([C:41]2[CH:46]=[CH:45][C:44]([F:47])=[C:43]([CH3:48])[CH:42]=2)=[N:38]1)[CH:50]=[CH:51][C:52]1[CH:57]=[CH:56][CH:55]=[CH:54][CH:53]=1. (3) Given the reactants Br[C:2]1[CH:3]=[C:4]([C:8]2[N:13]=[C:12]([C:14]3[CH:19]=[CH:18][C:17]([C:20]([F:23])([F:22])[F:21])=[CH:16][C:15]=3[O:24][CH2:25][CH3:26])[CH:11]=[C:10]([C:27]([F:30])([F:29])[F:28])[N:9]=2)[CH:5]=[CH:6][CH:7]=1.[C:31]([NH:35][S:36]([C:39]1[S:40][C:41](B2OC(C)(C)C(C)(C)O2)=[CH:42][CH:43]=1)(=[O:38])=[O:37])([CH3:34])([CH3:33])[CH3:32], predict the reaction product. The product is: [C:31]([NH:35][S:36]([C:39]1[S:40][C:41]([C:2]2[CH:7]=[CH:6][CH:5]=[C:4]([C:8]3[N:9]=[C:10]([C:27]([F:28])([F:29])[F:30])[CH:11]=[C:12]([C:14]4[CH:19]=[CH:18][C:17]([C:20]([F:21])([F:22])[F:23])=[CH:16][C:15]=4[O:24][CH2:25][CH3:26])[N:13]=3)[CH:3]=2)=[CH:42][CH:43]=1)(=[O:37])=[O:38])([CH3:34])([CH3:32])[CH3:33]. (4) Given the reactants [CH3:1][O:2][C:3]1[N:8]=[CH:7][C:6]2[C:9](=[O:12])[CH2:10][CH2:11][C:5]=2[CH:4]=1.[BH4-].[Na+], predict the reaction product. The product is: [CH3:1][O:2][C:3]1[N:8]=[CH:7][C:6]2[CH:9]([OH:12])[CH2:10][CH2:11][C:5]=2[CH:4]=1. (5) Given the reactants [N:1]([C:4]1[CH:8]=[CH:7][N:6]([CH2:9][C:10]2[CH:15]=[CH:14][CH:13]=[C:12]([CH3:16])[N:11]=2)[N:5]=1)=[C:2]=[S:3].[CH3:17][C:18]1[CH:22]=[C:21]([CH3:23])[N:20]([CH:24]([CH3:29])[C:25]([NH:27][NH2:28])=[O:26])[N:19]=1, predict the reaction product. The product is: [CH3:17][C:18]1[CH:22]=[C:21]([CH3:23])[N:20]([CH:24]([CH3:29])[C:25]([NH:27][NH:28][C:2](=[S:3])[NH:1][C:4]2[CH:8]=[CH:7][N:6]([CH2:9][C:10]3[CH:15]=[CH:14][CH:13]=[C:12]([CH3:16])[N:11]=3)[N:5]=2)=[O:26])[N:19]=1. (6) The product is: [C:18]([C:15]1[CH:16]=[CH:17][C:12]([N:6]([CH2:7][C:8]([F:9])([F:10])[F:11])[C@H:5]([C:25]([OH:27])=[O:26])[CH3:2])=[CH:13][C:14]=1[C:20]([F:21])([F:23])[F:22])#[N:19]. Given the reactants C[C:2]([C@@:5]([C:25]([O-:27])=[O:26])(C)[N:6]([C:12]1[CH:17]=[CH:16][C:15]([C:18]#[N:19])=[C:14]([C:20]([F:23])([F:22])[F:21])[CH:13]=1)[CH2:7][C:8]([F:11])([F:10])[F:9])(C)C.C([SiH](CC)CC)C.FC(F)(F)C(O)=O, predict the reaction product. (7) Given the reactants Br[CH:2]([CH2:9][C:10]([O:12][CH3:13])=[O:11])[C:3](=O)[C:4]([O:6][CH3:7])=[O:5].[CH:14](=[S:16])[NH2:15], predict the reaction product. The product is: [CH3:13][O:12][C:10](=[O:11])[CH2:9][C:2]1[S:16][CH:14]=[N:15][C:3]=1[C:4]([O:6][CH3:7])=[O:5]. (8) The product is: [C:1]1([CH2:7][CH2:8][CH2:9][N:10]2[C:15]([C:16]3[CH:21]=[CH:20][N:19]=[CH:18][CH:17]=3)=[C:14]([C:26]3[CH:31]=[CH:30][C:29]([F:32])=[CH:28][CH:27]=3)[NH:13][C:11]2=[O:12])[CH:6]=[CH:5][CH:4]=[CH:3][CH:2]=1. Given the reactants [C:1]1([CH2:7][CH2:8][CH2:9][NH:10][C:11]([NH:13][CH:14]([C:26]2[CH:31]=[CH:30][C:29]([F:32])=[CH:28][CH:27]=2)[C:15](OC)(OC)[C:16]2[CH:21]=[CH:20][N:19]=[CH:18][CH:17]=2)=[O:12])[CH:6]=[CH:5][CH:4]=[CH:3][CH:2]=1.Cl.[OH-].[Na+], predict the reaction product. (9) Given the reactants [C:1]([C:3]1[CH:8]=[CH:7][C:6]([C:9]2[N:13]3[CH:14]=[C:15]([C:18]4[CH:26]=[CH:25][C:21]([C:22](O)=[O:23])=[CH:20][CH:19]=4)[N:16]=[CH:17][C:12]3=[N:11][CH:10]=2)=[CH:5][CH:4]=1)#[N:2].[CH2:27]1[C:30]2([CH2:35][CH2:34][NH:33][CH2:32][CH2:31]2)[CH2:29][O:28]1, predict the reaction product. The product is: [CH2:27]1[C:30]2([CH2:35][CH2:34][N:33]([C:22]([C:21]3[CH:20]=[CH:19][C:18]([C:15]4[N:16]=[CH:17][C:12]5[N:13]([C:9]([C:6]6[CH:5]=[CH:4][C:3]([C:1]#[N:2])=[CH:8][CH:7]=6)=[CH:10][N:11]=5)[CH:14]=4)=[CH:26][CH:25]=3)=[O:23])[CH2:32][CH2:31]2)[CH2:29][O:28]1.